Predict the reactants needed to synthesize the given product. From a dataset of Full USPTO retrosynthesis dataset with 1.9M reactions from patents (1976-2016). (1) Given the product [NH:26]1[CH:30]=[CH:29][N:28]=[C:27]1[C:31]1[CH:32]=[CH:33][C:34]([CH3:38])=[C:35]([NH:36][C:20](=[O:22])[C:19]2[CH:18]=[CH:17][C:16]([O:15][CH2:14][C:11]3[CH:10]=[CH:9][C:8]([N:5]4[CH2:4][CH2:3][O:2][CH2:7][CH2:6]4)=[CH:13][N:12]=3)=[CH:24][CH:23]=2)[CH:37]=1, predict the reactants needed to synthesize it. The reactants are: Cl.[O:2]1[CH2:7][CH2:6][N:5]([C:8]2[CH:9]=[CH:10][C:11]([CH2:14][O:15][C:16]3[CH:24]=[CH:23][C:19]([C:20]([OH:22])=O)=[CH:18][CH:17]=3)=[N:12][CH:13]=2)[CH2:4][CH2:3]1.Cl.[NH:26]1[CH:30]=[CH:29][N:28]=[C:27]1[C:31]1[CH:32]=[CH:33][C:34]([CH3:38])=[C:35]([CH:37]=1)[NH2:36].CCN(C(C)C)C(C)C.CN(C(ON1N=NC2C=CC=NC1=2)=[N+](C)C)C.F[P-](F)(F)(F)(F)F. (2) Given the product [CH:3]1([N:6]2[CH2:11][CH2:10][N:9]([C:31]([C:30]3[CH:29]=[CH:28][C:27]([CH2:26][N:20]4[CH2:21][CH2:22][O:23][CH2:24][CH2:25]4)=[CH:35][CH:34]=3)=[O:32])[CH2:8][CH2:7]2)[CH2:5][CH2:4]1, predict the reactants needed to synthesize it. The reactants are: Cl.Cl.[CH:3]1([N:6]2[CH2:11][CH2:10][NH:9][CH2:8][CH2:7]2)[CH2:5][CH2:4]1.[OH-].[Na+].C([O-])([O-])=O.[Na+].[Na+].[N:20]1([CH2:26][C:27]2[CH:35]=[CH:34][C:30]([C:31](Cl)=[O:32])=[CH:29][CH:28]=2)[CH2:25][CH2:24][O:23][CH2:22][CH2:21]1. (3) Given the product [OH:13][C:1]1[CH:12]=[C:6]([CH2:7][CH2:8][CH2:9][CH2:10][CH3:11])[CH:5]=[C:3]([OH:4])[C:2]=1[C:14]([OH:16])=[O:15], predict the reactants needed to synthesize it. The reactants are: [C:1]1([OH:13])[CH:12]=[C:6]([CH2:7][CH2:8][CH2:9][CH2:10][CH3:11])[CH:5]=[C:3]([OH:4])[CH:2]=1.[C:14](=[O:16])=[O:15].